This data is from Reaction yield outcomes from USPTO patents with 853,638 reactions. The task is: Predict the reaction yield, written as a fraction of the theoretical maximum amount of product (1.0 means a 100% yield; for example, 0.34 means a 34% yield). (1) The yield is 0.0700. The reactants are [CH3:1][C:2](=O)[CH2:3][C:4](=[O:6])[CH3:5].[Br:8][C:9]1[CH:16]=[CH:15][CH:14]=[CH:13][C:10]=1[CH:11]=O.[CH3:17][O:18][C:19](=[O:24])/[CH:20]=[C:21](\[NH2:23])/[CH3:22].CC(O)=O. The catalyst is CCO.CCOC(C)=O. The product is [C:4]([C:3]1[CH:11]([C:10]2[CH:13]=[CH:14][CH:15]=[CH:16][C:9]=2[Br:8])[C:20]([C:19]([O:18][CH3:17])=[O:24])=[C:21]([CH3:22])[NH:23][C:2]=1[CH3:1])(=[O:6])[CH3:5]. (2) The reactants are [N:1]1([CH2:6][C:7]2[CH:13]=[CH:12][C:10]([NH2:11])=[CH:9][CH:8]=2)[CH:5]=[CH:4][CH:3]=[N:2]1.[Cl:14][C:15]1[CH:31]=[CH:30][C:29]([F:32])=[CH:28][C:16]=1[O:17][CH2:18][C:19]1[CH:24]=[CH:23][N:22]=[C:21]([C:25](O)=[O:26])[CH:20]=1. No catalyst specified. The product is [Cl:14][C:15]1[CH:31]=[CH:30][C:29]([F:32])=[CH:28][C:16]=1[O:17][CH2:18][C:19]1[CH:24]=[CH:23][N:22]=[C:21]([C:25]([NH:11][C:10]2[CH:12]=[CH:13][C:7]([CH2:6][N:1]3[CH:5]=[CH:4][CH:3]=[N:2]3)=[CH:8][CH:9]=2)=[O:26])[CH:20]=1. The yield is 0.580. (3) The catalyst is CO. The product is [CH3:1][O:2][C:3]1[CH:4]=[CH:5][C:6]([CH2:7][NH:8][C:9]2[C:18]3[C:13](=[CH:14][CH:15]=[C:16]([C:19]([OH:21])=[O:20])[CH:17]=3)[CH:12]=[CH:11][N:10]=2)=[CH:24][CH:25]=1. The reactants are [CH3:1][O:2][C:3]1[CH:25]=[CH:24][C:6]([CH2:7][NH:8][C:9]2[C:18]3[C:13](=[CH:14][CH:15]=[C:16]([C:19]([O:21]CC)=[O:20])[CH:17]=3)[CH:12]=[CH:11][N:10]=2)=[CH:5][CH:4]=1.[OH-].[Na+]. The yield is 0.830. (4) The reactants are [CH2:1]([O:8][C:9]1[CH:17]=[CH:16][C:12]([C:13](O)=[O:14])=[CH:11][CH:10]=1)[C:2]1[CH:7]=[CH:6][CH:5]=[CH:4][CH:3]=1.C(Cl)(=O)C([Cl:21])=O. The catalyst is ClCCl.CN(C)C=O. The product is [CH2:1]([O:8][C:9]1[CH:17]=[CH:16][C:12]([C:13]([Cl:21])=[O:14])=[CH:11][CH:10]=1)[C:2]1[CH:7]=[CH:6][CH:5]=[CH:4][CH:3]=1. The yield is 1.12. (5) The reactants are [CH3:1][S:2]([C:5]1[CH:6]=[CH:7][C:8]([O:14][CH2:15][C:16]([F:19])([F:18])[F:17])=[C:9]([CH:13]=1)[C:10]([OH:12])=O)(=[O:4])=[O:3].Cl.[CH2:21]([S:23]([C:26]1[S:30][C:29]([N:31]2[CH2:36][CH2:35][NH:34][CH2:33][CH2:32]2)=[N:28][CH:27]=1)(=[O:25])=[O:24])[CH3:22]. No catalyst specified. The product is [CH2:21]([S:23]([C:26]1[S:30][C:29]([N:31]2[CH2:32][CH2:33][N:34]([C:10]([C:9]3[CH:13]=[C:5]([S:2]([CH3:1])(=[O:3])=[O:4])[CH:6]=[CH:7][C:8]=3[O:14][CH2:15][C:16]([F:19])([F:18])[F:17])=[O:12])[CH2:35][CH2:36]2)=[N:28][CH:27]=1)(=[O:25])=[O:24])[CH3:22]. The yield is 0.720. (6) The reactants are C([Si](C)(C)[O:6][C:7]1[CH:12]=[CH:11][C:10]([C:13]([C:18]2[CH:23]=[CH:22][C:21]([C:24]#[C:25][CH:26]([O:37][C:38](=[O:40])[CH3:39])[C:27]([CH3:36])([C:32]([F:35])([F:34])[F:33])[C:28]([F:31])([F:30])[F:29])=[C:20]([CH3:41])[CH:19]=2)([CH2:16][CH3:17])[CH2:14][CH3:15])=[CH:9][C:8]=1[CH3:42])(C)(C)C.C(OCC)(=O)C. The catalyst is C1COCC1.[F-].C([N+](CCCC)(CCCC)CCCC)CCC. The product is [CH2:14]([C:13]([C:18]1[CH:23]=[CH:22][C:21]([C:24]#[C:25][CH:26]([O:37][C:38](=[O:40])[CH3:39])[C:27]([CH3:36])([C:28]([F:29])([F:31])[F:30])[C:32]([F:33])([F:34])[F:35])=[C:20]([CH3:41])[CH:19]=1)([C:10]1[CH:11]=[CH:12][C:7]([OH:6])=[C:8]([CH3:42])[CH:9]=1)[CH2:16][CH3:17])[CH3:15]. The yield is 0.860.